This data is from NCI-60 drug combinations with 297,098 pairs across 59 cell lines. The task is: Regression. Given two drug SMILES strings and cell line genomic features, predict the synergy score measuring deviation from expected non-interaction effect. (1) Drug 1: CN(C)C1=NC(=NC(=N1)N(C)C)N(C)C. Drug 2: CCCCC(=O)OCC(=O)C1(CC(C2=C(C1)C(=C3C(=C2O)C(=O)C4=C(C3=O)C=CC=C4OC)O)OC5CC(C(C(O5)C)O)NC(=O)C(F)(F)F)O. Cell line: HL-60(TB). Synergy scores: CSS=-6.01, Synergy_ZIP=0.0478, Synergy_Bliss=-4.29, Synergy_Loewe=-5.10, Synergy_HSA=-7.81. (2) Drug 1: C1=C(C(=O)NC(=O)N1)F. Drug 2: C1C(C(OC1N2C=NC3=C2NC=NCC3O)CO)O. Cell line: SK-MEL-28. Synergy scores: CSS=25.9, Synergy_ZIP=3.47, Synergy_Bliss=3.66, Synergy_Loewe=0.00673, Synergy_HSA=3.73. (3) Drug 1: CC1OCC2C(O1)C(C(C(O2)OC3C4COC(=O)C4C(C5=CC6=C(C=C35)OCO6)C7=CC(=C(C(=C7)OC)O)OC)O)O. Drug 2: CC1C(C(CC(O1)OC2CC(CC3=C2C(=C4C(=C3O)C(=O)C5=C(C4=O)C(=CC=C5)OC)O)(C(=O)CO)O)N)O.Cl. Cell line: UACC-257. Synergy scores: CSS=64.5, Synergy_ZIP=-0.925, Synergy_Bliss=0.0857, Synergy_Loewe=2.61, Synergy_HSA=4.06. (4) Drug 1: CC1=C(C(=CC=C1)Cl)NC(=O)C2=CN=C(S2)NC3=CC(=NC(=N3)C)N4CCN(CC4)CCO. Drug 2: C1C(C(OC1N2C=NC(=NC2=O)N)CO)O. Cell line: SR. Synergy scores: CSS=29.7, Synergy_ZIP=3.42, Synergy_Bliss=6.29, Synergy_Loewe=-0.121, Synergy_HSA=4.55. (5) Drug 1: CC(C1=C(C=CC(=C1Cl)F)Cl)OC2=C(N=CC(=C2)C3=CN(N=C3)C4CCNCC4)N. Drug 2: CC1C(C(CC(O1)OC2CC(CC3=C2C(=C4C(=C3O)C(=O)C5=C(C4=O)C(=CC=C5)OC)O)(C(=O)CO)O)N)O.Cl. Cell line: ACHN. Synergy scores: CSS=44.3, Synergy_ZIP=-2.92, Synergy_Bliss=-5.39, Synergy_Loewe=-12.4, Synergy_HSA=-4.73. (6) Drug 1: CC12CCC(CC1=CCC3C2CCC4(C3CC=C4C5=CN=CC=C5)C)O. Drug 2: CC(C)(C#N)C1=CC(=CC(=C1)CN2C=NC=N2)C(C)(C)C#N. Cell line: T-47D. Synergy scores: CSS=4.54, Synergy_ZIP=-1.24, Synergy_Bliss=1.27, Synergy_Loewe=0.396, Synergy_HSA=0.893. (7) Drug 1: CC1=C2C(C(=O)C3(C(CC4C(C3C(C(C2(C)C)(CC1OC(=O)C(C(C5=CC=CC=C5)NC(=O)C6=CC=CC=C6)O)O)OC(=O)C7=CC=CC=C7)(CO4)OC(=O)C)O)C)OC(=O)C. Drug 2: CC(C)(C#N)C1=CC(=CC(=C1)CN2C=NC=N2)C(C)(C)C#N. Cell line: T-47D. Synergy scores: CSS=12.7, Synergy_ZIP=5.13, Synergy_Bliss=4.44, Synergy_Loewe=1.79, Synergy_HSA=5.00. (8) Drug 1: C1=C(C(=O)NC(=O)N1)N(CCCl)CCCl. Drug 2: CC1=C(C(CCC1)(C)C)C=CC(=CC=CC(=CC(=O)O)C)C. Cell line: CCRF-CEM. Synergy scores: CSS=39.7, Synergy_ZIP=-8.87, Synergy_Bliss=-14.0, Synergy_Loewe=-12.7, Synergy_HSA=-11.2.